Task: Predict the reaction yield, written as a fraction of the theoretical maximum amount of product (1.0 means a 100% yield; for example, 0.34 means a 34% yield).. Dataset: Reaction yield outcomes from USPTO patents with 853,638 reactions (1) The reactants are Cl.Cl.[F:3][C:4]1[CH:12]=[C:11]2[C:7]([CH2:8][CH2:9][CH:10]2[NH:13][C:14]2[C:19]([NH2:20])=[CH:18][CH:17]=[C:16]([NH:21][C:22]3[NH:23][N:24]=[C:25]([CH3:27])[CH:26]=3)[N:15]=2)=[CH:6][CH:5]=1.[CH:28](OC)(OC)OC. The catalyst is C(O)(=O)C. The product is [F:3][C:4]1[CH:12]=[C:11]2[C:7]([CH2:8][CH2:9][C@H:10]2[N:13]2[C:14]3=[N:15][C:16]([NH:21][C:22]4[NH:23][N:24]=[C:25]([CH3:27])[CH:26]=4)=[CH:17][CH:18]=[C:19]3[N:20]=[CH:28]2)=[CH:6][CH:5]=1. The yield is 0.190. (2) The reactants are [Cl:1][C:2]([Cl:38])([Cl:37])[CH2:3][O:4][C:5]([C@@H:7]1[CH2:12][CH2:11][CH2:10][N:9]([C:13](=[O:36])[C@@H:14]([NH:21][C:22](=[O:35])[C@@H:23]([NH:27][C:28](OC(C)(C)C)=[O:29])[CH:24]([CH3:26])[CH3:25])[CH2:15][N:16]2[CH:20]=[CH:19][CH:18]=[N:17]2)[NH:8]1)=[O:6].FC(F)(F)C(O)=O.[C:46]([O:49][C@@H:50]([C:52]1[CH:61]=[CH:60][C:59]2[C:54](=[CH:55][C:56](/[CH:62]=[CH:63]/[C:64](C)([CH3:68])[C:65](O)=O)=[CH:57][CH:58]=2)[N:53]=1)[CH3:51])(=[O:48])[CH3:47].C(N(CC)C(C)C)(C)C.C[NH3+].F[P-](F)(F)(F)(F)F.N1(OC(N(C)C)=[N+](C)C)C2N=CC=CC=2N=N1.F[P-](F)(F)(F)(F)F. The catalyst is ClCCl.C(OCC)(=O)C. The product is [Cl:1][C:2]([Cl:37])([Cl:38])[CH2:3][O:4][C:5]([C@@H:7]1[CH2:12][CH2:11][CH2:10][N:9]([C:13](=[O:36])[C@@H:14]([NH:21][C:22](=[O:35])[C@@H:23]([NH:27][C:28](=[O:29])[C:64]([CH3:68])([CH3:65])/[CH:63]=[CH:62]/[C:56]2[CH:55]=[C:54]3[C:59]([CH:60]=[CH:61][C:52]([C@H:50]([O:49][C:46](=[O:48])[CH3:47])[CH3:51])=[N:53]3)=[CH:58][CH:57]=2)[CH:24]([CH3:25])[CH3:26])[CH2:15][N:16]2[CH:20]=[CH:19][CH:18]=[N:17]2)[NH:8]1)=[O:6]. The yield is 0.720. (3) The reactants are C(OC(=O)[NH:7][CH2:8][CH2:9][N:10]([CH2:25][C:26]1[CH:31]=[CH:30][C:29]([Cl:32])=[CH:28][CH:27]=1)[C:11](=[O:24])[C:12]1[CH:17]=[CH:16][C:15]([C:18]2[CH:23]=[CH:22][N:21]=[CH:20][CH:19]=2)=[CH:14][CH:13]=1)(C)(C)C.[ClH:34]. The catalyst is O1CCOCC1.C(OCC)C. The product is [ClH:32].[ClH:34].[NH2:7][CH2:8][CH2:9][N:10]([CH2:25][C:26]1[CH:27]=[CH:28][C:29]([Cl:32])=[CH:30][CH:31]=1)[C:11](=[O:24])[C:12]1[CH:17]=[CH:16][C:15]([C:18]2[CH:19]=[CH:20][N:21]=[CH:22][CH:23]=2)=[CH:14][CH:13]=1. The yield is 0.960. (4) The reactants are [CH2:1]([O:8][C:9]1[C:24]([O:25][CH3:26])=[CH:23][C:12]([C:13]([N:15]2[CH2:20][CH2:19][CH2:18][CH2:17][C@@H:16]2[CH:21]=O)=[O:14])=[C:11]([N+:27]([O-])=O)[CH:10]=1)[C:2]1[CH:7]=[CH:6][CH:5]=[CH:4][CH:3]=1.C1COCC1.O.[O-]S(S([O-])=O)=O.[Na+].[Na+]. The catalyst is CO.O1CCOCC1. The product is [CH2:1]([O:8][C:9]1[C:24]([O:25][CH3:26])=[CH:23][C:12]2[C:13](=[O:14])[N:15]3[CH2:20][CH2:19][CH2:18][CH2:17][C@@H:16]3[CH:21]=[N:27][C:11]=2[CH:10]=1)[C:2]1[CH:3]=[CH:4][CH:5]=[CH:6][CH:7]=1. The yield is 0.700. (5) The reactants are [CH:1]([C:5]1[C:6](Cl)=[N:7][C:8]([S:12][CH3:13])=[N:9][C:10]=1[Cl:11])([CH2:3][CH3:4])[CH3:2].[CH2:15]([Mg]Br)[CH3:16].[Cl-].[NH4+]. The catalyst is O1CCCC1.ClCCl. The product is [CH:1]([C:5]1[C:10]([Cl:11])=[N:9][C:8]([S:12][CH3:13])=[N:7][C:6]=1[CH2:15][CH3:16])([CH2:3][CH3:4])[CH3:2]. The yield is 0.870. (6) The reactants are FC(F)(F)C(O)=O.[CH:8]([N:11]1[C:15]([C:16]2[N:25]=[C:24]3[N:18]([CH2:19][CH2:20][O:21][C:22]4[CH:29]=[C:28]([CH:30]5[CH2:35][CH2:34][NH:33][CH2:32][CH2:31]5)[CH:27]=[CH:26][C:23]=43)[CH:17]=2)=[N:14][C:13]([CH2:36][O:37][CH3:38])=[N:12]1)([CH3:10])[CH3:9].Br[CH2:40][C:41]([NH2:43])=[O:42].C(=O)([O-])[O-].[K+].[K+]. The catalyst is C1COCC1.C(Cl)Cl.O. The product is [CH:8]([N:11]1[C:15]([C:16]2[N:25]=[C:24]3[C:23]4[CH:26]=[CH:27][C:28]([CH:30]5[CH2:35][CH2:34][N:33]([CH2:40][C:41]([NH2:43])=[O:42])[CH2:32][CH2:31]5)=[CH:29][C:22]=4[O:21][CH2:20][CH2:19][N:18]3[CH:17]=2)=[N:14][C:13]([CH2:36][O:37][CH3:38])=[N:12]1)([CH3:10])[CH3:9]. The yield is 0.430.